From a dataset of NCI-60 drug combinations with 297,098 pairs across 59 cell lines. Regression. Given two drug SMILES strings and cell line genomic features, predict the synergy score measuring deviation from expected non-interaction effect. (1) Drug 2: CS(=O)(=O)OCCCCOS(=O)(=O)C. Cell line: NCI/ADR-RES. Synergy scores: CSS=1.63, Synergy_ZIP=-0.450, Synergy_Bliss=3.10, Synergy_Loewe=1.52, Synergy_HSA=1.52. Drug 1: C(=O)(N)NO. (2) Drug 1: C1CN1C2=NC(=NC(=N2)N3CC3)N4CC4. Drug 2: C1=CC(=CC=C1CCCC(=O)O)N(CCCl)CCCl. Cell line: HL-60(TB). Synergy scores: CSS=64.2, Synergy_ZIP=0.122, Synergy_Bliss=1.43, Synergy_Loewe=-17.4, Synergy_HSA=4.11. (3) Cell line: IGROV1. Synergy scores: CSS=44.3, Synergy_ZIP=2.55, Synergy_Bliss=3.55, Synergy_Loewe=6.24, Synergy_HSA=7.77. Drug 2: C1=C(C(=O)NC(=O)N1)F. Drug 1: CC(CN1CC(=O)NC(=O)C1)N2CC(=O)NC(=O)C2. (4) Drug 1: C1=NC(=NC(=O)N1C2C(C(C(O2)CO)O)O)N. Drug 2: C1CC(=O)NC(=O)C1N2C(=O)C3=CC=CC=C3C2=O. Cell line: SR. Synergy scores: CSS=57.1, Synergy_ZIP=-0.252, Synergy_Bliss=1.43, Synergy_Loewe=-29.1, Synergy_HSA=1.88. (5) Drug 1: CCCCC(=O)OCC(=O)C1(CC(C2=C(C1)C(=C3C(=C2O)C(=O)C4=C(C3=O)C=CC=C4OC)O)OC5CC(C(C(O5)C)O)NC(=O)C(F)(F)F)O. Drug 2: CS(=O)(=O)OCCCCOS(=O)(=O)C. Cell line: UACC62. Synergy scores: CSS=60.0, Synergy_ZIP=-3.54, Synergy_Bliss=-4.38, Synergy_Loewe=-15.1, Synergy_HSA=-4.26. (6) Drug 1: CN1C(=O)N2C=NC(=C2N=N1)C(=O)N. Drug 2: CCC1=C2N=C(C=C(N2N=C1)NCC3=C[N+](=CC=C3)[O-])N4CCCCC4CCO. Cell line: UACC62. Synergy scores: CSS=57.9, Synergy_ZIP=0.350, Synergy_Bliss=3.62, Synergy_Loewe=-12.9, Synergy_HSA=5.71. (7) Drug 1: CC1=C(C=C(C=C1)NC2=NC=CC(=N2)N(C)C3=CC4=NN(C(=C4C=C3)C)C)S(=O)(=O)N.Cl. Drug 2: CCC1=C2CN3C(=CC4=C(C3=O)COC(=O)C4(CC)O)C2=NC5=C1C=C(C=C5)O. Cell line: OVCAR-4. Synergy scores: CSS=4.68, Synergy_ZIP=-2.70, Synergy_Bliss=-2.66, Synergy_Loewe=-7.33, Synergy_HSA=-2.67.